From a dataset of Catalyst prediction with 721,799 reactions and 888 catalyst types from USPTO. Predict which catalyst facilitates the given reaction. (1) Reactant: [F:1][C:2]1[CH:3]=[N:4][N:5]([C:7]2[N:12]=[C:11]([OH:13])[C:10]([C:14]([NH:16][C@H:17]([C:30]3[CH:35]=[CH:34][C:33]([F:36])=[CH:32][CH:31]=3)[C:18]3[CH:23]=[CH:22][C:21]([P:24]([CH3:29])(=[O:28])[O:25]CC)=[CH:20][CH:19]=3)=[O:15])=[CH:9][N:8]=2)[CH:6]=1.[OH-].[Na+]. Product: [F:1][C:2]1[CH:3]=[N:4][N:5]([C:7]2[N:12]=[C:11]([OH:13])[C:10]([C:14]([NH:16][C@H:17]([C:30]3[CH:35]=[CH:34][C:33]([F:36])=[CH:32][CH:31]=3)[C:18]3[CH:19]=[CH:20][C:21]([P:24]([CH3:29])(=[O:25])[OH:28])=[CH:22][CH:23]=3)=[O:15])=[CH:9][N:8]=2)[CH:6]=1. The catalyst class is: 12. (2) Reactant: Cl[CH2:2][CH:3]=O.[N:5]1[CH:6]=[CH:7][N:8]2[CH:13]=[C:12]([C:14]3[N:23]=[C:22]([NH:24][CH2:25][CH:26]([C:33]4[CH:38]=[CH:37][CH:36]=[CH:35][CH:34]=4)N4CCCCC4)[C:21]4[C:16](=[CH:17][CH:18]=[CH:19][CH:20]=4)[N:15]=3)[CH:11]=[N:10][C:9]=12. Product: [N:5]1[CH:6]=[CH:7][N:8]2[CH:13]=[C:12]([C:14]3[N:23]=[C:22]([NH:24][CH2:25][CH:26]([C:33]4[CH:38]=[CH:37][CH:36]=[CH:35][CH:34]=4)[C:7]4[CH:6]=[N:5][CH:9]=[CH:2][CH:3]=4)[C:21]4[C:16](=[CH:17][CH:18]=[CH:19][CH:20]=4)[N:15]=3)[CH:11]=[N:10][C:9]=12. The catalyst class is: 61.